This data is from Full USPTO retrosynthesis dataset with 1.9M reactions from patents (1976-2016). The task is: Predict the reactants needed to synthesize the given product. (1) Given the product [Cl:1][C:2]1[CH:7]=[C:6]([C:10]2([C:14]#[N:15])[CH2:13][CH2:12][CH2:11]2)[CH:5]=[C:4]([Cl:9])[N:3]=1, predict the reactants needed to synthesize it. The reactants are: [Cl:1][C:2]1[CH:7]=[C:6](Cl)[CH:5]=[C:4]([Cl:9])[N:3]=1.[CH:10]1([C:14]#[N:15])[CH2:13][CH2:12][CH2:11]1.C[Si]([N-][Si](C)(C)C)(C)C.[Li+]. (2) Given the product [CH3:20][NH:19][C:18]([C:15]1[CH:14]=[CH:13][C:12]([C:11]#[C:10][C:8]2[CH:7]=[CH:6][C:5]([O:22][C:23]([F:24])([F:25])[F:26])=[C:4]([CH:9]=2)[C:3]([OH:27])=[O:2])=[CH:17][CH:16]=1)=[O:21], predict the reactants needed to synthesize it. The reactants are: C[O:2][C:3](=[O:27])[C:4]1[CH:9]=[C:8]([C:10]#[C:11][C:12]2[CH:17]=[CH:16][C:15]([C:18](=[O:21])[NH:19][CH3:20])=[CH:14][CH:13]=2)[CH:7]=[CH:6][C:5]=1[O:22][C:23]([F:26])([F:25])[F:24].[OH-].[K+].